This data is from Peptide-MHC class I binding affinity with 185,985 pairs from IEDB/IMGT. The task is: Regression. Given a peptide amino acid sequence and an MHC pseudo amino acid sequence, predict their binding affinity value. This is MHC class I binding data. (1) The peptide sequence is VCFWSTLFY. The MHC is HLA-A31:01 with pseudo-sequence HLA-A31:01. The binding affinity (normalized) is 0. (2) The peptide sequence is ASKKDKLTVY. The MHC is HLA-A33:01 with pseudo-sequence HLA-A33:01. The binding affinity (normalized) is 0.